This data is from Full USPTO retrosynthesis dataset with 1.9M reactions from patents (1976-2016). The task is: Predict the reactants needed to synthesize the given product. (1) The reactants are: C[O:2][C:3]1[CH:8]=[CH:7][C:6]([C:9]2[CH:14]=[CH:13][CH:12]=[CH:11][C:10]=2[C:15]2[CH:20]=[CH:19][CH:18]=[CH:17][C:16]=2[CH3:21])=[CH:5][N:4]=1.I[Si](C)(C)C. Given the product [CH3:21][C:16]1[CH:17]=[CH:18][CH:19]=[CH:20][C:15]=1[C:10]1[CH:11]=[CH:12][CH:13]=[CH:14][C:9]=1[C:6]1[CH:7]=[CH:8][C:3]([OH:2])=[N:4][CH:5]=1, predict the reactants needed to synthesize it. (2) Given the product [C:17]([O:21][C:22](=[O:23])[NH:1][CH:2]([C:6]1[CH:7]=[CH:8][C:9]([O:12][C:13]([F:14])([F:15])[F:16])=[CH:10][CH:11]=1)[C:3]([NH2:5])=[O:4])([CH3:20])([CH3:19])[CH3:18], predict the reactants needed to synthesize it. The reactants are: [NH2:1][CH:2]([C:6]1[CH:11]=[CH:10][C:9]([O:12][C:13]([F:16])([F:15])[F:14])=[CH:8][CH:7]=1)[C:3]([NH2:5])=[O:4].[C:17]([O:21][C:22](O[C:22]([O:21][C:17]([CH3:20])([CH3:19])[CH3:18])=[O:23])=[O:23])([CH3:20])([CH3:19])[CH3:18]. (3) The reactants are: [CH2:1]([N:3]1[CH2:7][CH2:6][CH:5]([O:8][C:9]2[CH:14]=[CH:13][C:12]([N+:15]([O-])=O)=[C:11]([CH3:18])[CH:10]=2)[CH2:4]1)[CH3:2]. Given the product [CH2:1]([N:3]1[CH2:7][CH2:6][CH:5]([O:8][C:9]2[CH:14]=[CH:13][C:12]([NH2:15])=[C:11]([CH3:18])[CH:10]=2)[CH2:4]1)[CH3:2], predict the reactants needed to synthesize it. (4) Given the product [C:1]1([CH:7]([CH3:11])[CH2:8][CH:9]2[NH:17][C:15](=[O:16])[CH2:14][NH:13]2)[CH:6]=[CH:5][CH:4]=[CH:3][CH:2]=1, predict the reactants needed to synthesize it. The reactants are: [C:1]1([CH:7]([CH3:11])[CH2:8][CH:9]=O)[CH:6]=[CH:5][CH:4]=[CH:3][CH:2]=1.Cl.[NH2:13][CH2:14][C:15]([NH2:17])=[O:16].C(N(CC)CC)C.C([O-])([O-])=O.[K+].[K+].